From a dataset of Full USPTO retrosynthesis dataset with 1.9M reactions from patents (1976-2016). Predict the reactants needed to synthesize the given product. (1) Given the product [CH2:15]([O:17][C:18]([N:20]1[CH2:21][CH2:22][N:23]([CH:3]([CH2:4][N+:5]([O-:7])=[O:6])[C:2]([F:10])([F:9])[F:1])[CH2:24][CH2:25]1)=[O:19])[CH3:16], predict the reactants needed to synthesize it. The reactants are: [F:1][C:2]([F:10])([F:9])[CH:3](O)[CH2:4][N+:5]([O-:7])=[O:6].C(Cl)(=O)C.[CH2:15]([O:17][C:18]([N:20]1[CH2:25][CH2:24][NH:23][CH2:22][CH2:21]1)=[O:19])[CH3:16]. (2) Given the product [C:17]([C:14]1[CH:13]=[CH:12][C:11]([C:9]2[N:10]=[C:6]([C:4]([OH:5])=[O:3])[S:7][CH:8]=2)=[CH:16][CH:15]=1)([OH:19])=[O:18], predict the reactants needed to synthesize it. The reactants are: C([O:3][C:4]([C:6]1[S:7][CH:8]=[C:9]([C:11]2[CH:16]=[CH:15][C:14]([C:17]([OH:19])=[O:18])=[CH:13][CH:12]=2)[N:10]=1)=[O:5])C.[OH-].[Na+]. (3) Given the product [CH2:40]([C:43]1([S:46]([NH:49][C:14]([C@@:9]2([NH:8][C:6](=[O:7])[O:5][C:1]([CH3:2])([CH3:3])[CH3:4])[CH2:11][C@H:10]2[CH:12]=[CH2:13])=[O:16])(=[O:48])=[O:47])[CH2:45][CH2:44]1)[CH2:41][CH3:42], predict the reactants needed to synthesize it. The reactants are: [C:1]([O:5][C:6]([NH:8][C@:9]1([C:14]([OH:16])=O)[CH2:11][C@H:10]1[CH:12]=[CH2:13])=[O:7])([CH3:4])([CH3:3])[CH3:2].C1N=CN(C(N2C=NC=C2)=O)C=1.C1CCN2C(=NCCC2)CC1.[CH2:40]([C:43]1([S:46]([NH2:49])(=[O:48])=[O:47])[CH2:45][CH2:44]1)[CH2:41][CH3:42]. (4) Given the product [Cl:1][C:2]1[CH:7]=[CH:6][C:5]([C:27]#[C:26][CH:28]2[CH2:33][CH2:32][NH:31][CH2:30][CH2:29]2)=[CH:4][C:3]=1[C:9]1[N:18]=[CH:17][C:16]2[CH2:15][CH2:14][C:13]3[N:19]=[C:20]([NH:22][C:23](=[O:25])[CH3:24])[S:21][C:12]=3[C:11]=2[N:10]=1, predict the reactants needed to synthesize it. The reactants are: [Cl:1][C:2]1[CH:7]=[CH:6][C:5](I)=[CH:4][C:3]=1[C:9]1[N:18]=[CH:17][C:16]2[CH2:15][CH2:14][C:13]3[N:19]=[C:20]([NH:22][C:23](=[O:25])[CH3:24])[S:21][C:12]=3[C:11]=2[N:10]=1.[C:26]([CH:28]1[CH2:33][CH2:32][N:31](C(OC(C)(C)C)=O)[CH2:30][CH2:29]1)#[CH:27].C(N(C(C)C)CC)(C)C.O=O. (5) Given the product [C:6]([O:10][C:11](=[O:21])[NH:12][C:13]1[CH:14]=[N:15][C:16]([O:19][CH3:20])=[CH:17][C:18]=1[I:33])([CH3:9])([CH3:8])[CH3:7], predict the reactants needed to synthesize it. The reactants are: C([Li])CCC.[C:6]([O:10][C:11](=[O:21])[NH:12][C:13]1[CH:14]=[N:15][C:16]([O:19][CH3:20])=[CH:17][CH:18]=1)([CH3:9])([CH3:8])[CH3:7].CN(C)CCN(C)C.ClCC[I:33]. (6) Given the product [CH3:1][O:2][C:3]1[CH:4]=[C:5]([CH:19]=[CH:20][C:21]=1[O:22][CH3:23])[CH2:6][CH:7]1[C:14]2[CH:13]=[C:12]([C:15]([OH:17])=[O:16])[NH:11][C:10]=2[CH2:9][CH2:8]1, predict the reactants needed to synthesize it. The reactants are: [CH3:1][O:2][C:3]1[CH:4]=[C:5]([CH:19]=[CH:20][C:21]=1[O:22][CH3:23])[CH2:6][CH:7]1[C:14]2[CH:13]=[C:12]([C:15]([O:17]C)=[O:16])[NH:11][C:10]=2[CH2:9][CH2:8]1.[OH-].[Li+].CO. (7) Given the product [CH2:26]([O:28][C:29](=[O:49])[CH2:30][C:31]1([C:34]2[CH:35]=[CH:36][C:37]([C:2]3[CH:3]=[CH:4][C:5]([C:8]4[O:12][N:11]=[C:10]([CH3:13])[C:9]=4[CH:14]([OH:25])[CH2:15][C:16]([CH3:17])([C:18]4[CH:23]=[CH:22][CH:21]=[CH:20][CH:19]=4)[CH3:24])=[CH:6][CH:7]=3)=[CH:38][CH:39]=2)[CH2:32][CH2:33]1)[CH3:27], predict the reactants needed to synthesize it. The reactants are: Br[C:2]1[CH:7]=[CH:6][C:5]([C:8]2[O:12][N:11]=[C:10]([CH3:13])[C:9]=2[CH:14]([OH:25])[CH2:15][C:16]([CH3:24])([C:18]2[CH:23]=[CH:22][CH:21]=[CH:20][CH:19]=2)[CH3:17])=[CH:4][CH:3]=1.[CH2:26]([O:28][C:29](=[O:49])[CH2:30][C:31]1([C:34]2[CH:39]=[CH:38][C:37](B3OC(C)(C)C(C)(C)O3)=[CH:36][CH:35]=2)[CH2:33][CH2:32]1)[CH3:27]. (8) The reactants are: [F:1][C:2]1([F:24])[O:6][C:5]2[CH:7]=[CH:8][CH:9]=[C:10]([N:11]3[CH:16]=[C:15]([O:17][CH3:18])[C:14](=[O:19])[C:13]([C:20]([O:22]C)=[O:21])=[N:12]3)[C:4]=2[O:3]1.[OH-].[Na+]. Given the product [F:24][C:2]1([F:1])[O:6][C:5]2[CH:7]=[CH:8][CH:9]=[C:10]([N:11]3[CH:16]=[C:15]([O:17][CH3:18])[C:14](=[O:19])[C:13]([C:20]([OH:22])=[O:21])=[N:12]3)[C:4]=2[O:3]1, predict the reactants needed to synthesize it. (9) Given the product [CH3:27][CH:26]([CH3:28])[CH2:25][N:24]1[C:21]2[C:20]3[CH:19]=[CH:18][CH:17]=[CH:16][C:15]=3[N:14]=[C:13]([NH2:31])[C:22]=2[N:23]=[C:9]1[CH2:8][O:1][C:2]1[CH:7]=[CH:6][CH:5]=[CH:4][CH:3]=1, predict the reactants needed to synthesize it. The reactants are: [O:1]([CH2:8][C:9](Cl)=O)[C:2]1[CH:7]=[CH:6][CH:5]=[CH:4][CH:3]=1.Cl[C:13]1[C:22]([NH2:23])=[C:21]([NH:24][CH2:25][CH:26]([CH3:28])[CH3:27])[C:20]2[C:15](=[CH:16][CH:17]=[CH:18][CH:19]=2)[N:14]=1.C(#[N:31])C. (10) Given the product [C:2]1([C:8]2[C:12]3=[C:13]([NH:17][CH2:18][CH:19]4[CH2:24][CH2:23][N:22]([CH2:36][C:34]5[O:33][N:32]=[C:31]([C:25]6[CH:26]=[CH:27][CH:28]=[CH:29][CH:30]=6)[CH:35]=5)[CH2:21][CH2:20]4)[N:14]=[N:15][CH:16]=[C:11]3[O:10][N:9]=2)[CH:3]=[CH:4][CH:5]=[CH:6][CH:7]=1, predict the reactants needed to synthesize it. The reactants are: Cl.[C:2]1([C:8]2[C:12]3=[C:13]([NH:17][CH2:18][CH:19]4[CH2:24][CH2:23][NH:22][CH2:21][CH2:20]4)[N:14]=[N:15][CH:16]=[C:11]3[O:10][N:9]=2)[CH:7]=[CH:6][CH:5]=[CH:4][CH:3]=1.[C:25]1([C:31]2[CH:35]=[C:34]([CH:36]=O)[O:33][N:32]=2)[CH:30]=[CH:29][CH:28]=[CH:27][CH:26]=1.